Dataset: NCI-60 drug combinations with 297,098 pairs across 59 cell lines. Task: Regression. Given two drug SMILES strings and cell line genomic features, predict the synergy score measuring deviation from expected non-interaction effect. (1) Drug 1: CC1OCC2C(O1)C(C(C(O2)OC3C4COC(=O)C4C(C5=CC6=C(C=C35)OCO6)C7=CC(=C(C(=C7)OC)O)OC)O)O. Drug 2: CC1=CC=C(C=C1)C2=CC(=NN2C3=CC=C(C=C3)S(=O)(=O)N)C(F)(F)F. Cell line: HS 578T. Synergy scores: CSS=22.2, Synergy_ZIP=0.0340, Synergy_Bliss=-2.69, Synergy_Loewe=-15.5, Synergy_HSA=-3.99. (2) Drug 1: C1=CC(=C2C(=C1NCCNCCO)C(=O)C3=C(C=CC(=C3C2=O)O)O)NCCNCCO. Drug 2: CC(C)(C#N)C1=CC(=CC(=C1)CN2C=NC=N2)C(C)(C)C#N. Cell line: U251. Synergy scores: CSS=42.2, Synergy_ZIP=-0.988, Synergy_Bliss=-2.99, Synergy_Loewe=-20.8, Synergy_HSA=-2.32. (3) Drug 1: CC1C(C(=O)NC(C(=O)N2CCCC2C(=O)N(CC(=O)N(C(C(=O)O1)C(C)C)C)C)C(C)C)NC(=O)C3=C4C(=C(C=C3)C)OC5=C(C(=O)C(=C(C5=N4)C(=O)NC6C(OC(=O)C(N(C(=O)CN(C(=O)C7CCCN7C(=O)C(NC6=O)C(C)C)C)C)C(C)C)C)N)C. Synergy scores: CSS=34.4, Synergy_ZIP=-1.32, Synergy_Bliss=1.89, Synergy_Loewe=-6.13, Synergy_HSA=1.10. Cell line: 786-0. Drug 2: C1CN1C2=NC(=NC(=N2)N3CC3)N4CC4. (4) Drug 1: CC1C(C(CC(O1)OC2CC(CC3=C2C(=C4C(=C3O)C(=O)C5=C(C4=O)C(=CC=C5)OC)O)(C(=O)C)O)N)O.Cl. Drug 2: C1C(C(OC1N2C=C(C(=O)NC2=O)F)CO)O. Cell line: SK-MEL-2. Synergy scores: CSS=26.8, Synergy_ZIP=0.0173, Synergy_Bliss=7.08, Synergy_Loewe=2.69, Synergy_HSA=6.57. (5) Drug 1: CN(CCCl)CCCl.Cl. Drug 2: CN(C(=O)NC(C=O)C(C(C(CO)O)O)O)N=O. Cell line: BT-549. Synergy scores: CSS=5.64, Synergy_ZIP=-5.57, Synergy_Bliss=3.06, Synergy_Loewe=1.20, Synergy_HSA=1.42.